From a dataset of Full USPTO retrosynthesis dataset with 1.9M reactions from patents (1976-2016). Predict the reactants needed to synthesize the given product. Given the product [ClH:16].[NH2:23][C:20]1[CH:21]=[CH:22][C:17]([NH:24][C:14]([C:9]2[C:8]([C:5]3[CH:6]=[CH:7][C:2]([CH3:1])=[CH:3][CH:4]=3)=[CH:13][CH:12]=[CH:11][CH:10]=2)=[O:15])=[CH:18][CH:19]=1, predict the reactants needed to synthesize it. The reactants are: [CH3:1][C:2]1[CH:7]=[CH:6][C:5]([C:8]2[C:9]([C:14]([Cl:16])=[O:15])=[CH:10][CH:11]=[CH:12][CH:13]=2)=[CH:4][CH:3]=1.[C:17]1([NH2:24])[CH:22]=[CH:21][C:20]([NH2:23])=[CH:19][CH:18]=1.C(N(CC)CC)C.